This data is from Forward reaction prediction with 1.9M reactions from USPTO patents (1976-2016). The task is: Predict the product of the given reaction. (1) Given the reactants [F:1][C:2]1[CH:3]=[C:4]([NH:35][C:36]2[N:51]=[CH:50][CH:49]=[CH:48][C:37]=2[C:38]([NH:40][C:41]2[CH:46]=[CH:45][C:44]([F:47])=[CH:43][CH:42]=2)=[O:39])[CH:5]=[CH:6][C:7]=1[O:8][C:9]1[CH:14]=[CH:13][N:12]=[C:11]2[N:15]([CH2:26][C:27]3[CH:32]=[CH:31][C:30]([O:33][CH3:34])=[CH:29][CH:28]=3)[N:16]=[C:17]([O:18][CH2:19][CH:20]3[CH2:25][CH2:24][NH:23][CH2:22][CH2:21]3)[C:10]=12.[CH:52](=O)[CH3:53].C(O[BH-](OC(=O)C)OC(=O)C)(=O)C.[Na+].O, predict the reaction product. The product is: [CH2:52]([N:23]1[CH2:24][CH2:25][CH:20]([CH2:19][O:18][C:17]2[C:10]3[C:11](=[N:12][CH:13]=[CH:14][C:9]=3[O:8][C:7]3[CH:6]=[CH:5][C:4]([NH:35][C:36]4[N:51]=[CH:50][CH:49]=[CH:48][C:37]=4[C:38]([NH:40][C:41]4[CH:42]=[CH:43][C:44]([F:47])=[CH:45][CH:46]=4)=[O:39])=[CH:3][C:2]=3[F:1])[N:15]([CH2:26][C:27]3[CH:28]=[CH:29][C:30]([O:33][CH3:34])=[CH:31][CH:32]=3)[N:16]=2)[CH2:21][CH2:22]1)[CH3:53]. (2) Given the reactants [NH2:1][C:2]1[N:7]=[CH:6][N:5]=[C:4]([NH:8][C@H:9]([C:11]2[C:20]([C:21]([OH:23])=O)=[CH:19][C:18]3[C:13](=[CH:14][CH:15]=[C:16]([F:24])[CH:17]=3)[N:12]=2)[CH3:10])[C:3]=1[C:25]#[N:26].[CH2:27]([NH2:29])[CH3:28].C(N(CC)CC)C.CCCP(=O)=O, predict the reaction product. The product is: [NH2:1][C:2]1[N:7]=[CH:6][N:5]=[C:4]([NH:8][C@H:9]([C:11]2[C:20]([C:21]([NH:29][CH2:27][CH3:28])=[O:23])=[CH:19][C:18]3[C:13](=[CH:14][CH:15]=[C:16]([F:24])[CH:17]=3)[N:12]=2)[CH3:10])[C:3]=1[C:25]#[N:26].